From a dataset of Catalyst prediction with 721,799 reactions and 888 catalyst types from USPTO. Predict which catalyst facilitates the given reaction. Reactant: [F:1][C:2]([F:23])([F:22])[C:3]1[CH:4]=[C:5]([C:18]([F:21])([F:20])[F:19])[C:6]2[CH:7]=[CH:8][C:9]3[N:10]([CH:13]=[C:14]([CH:16]=[O:17])[N:15]=3)[C:11]=2[N:12]=1.CC1C=CC(S([CH2:34][N+:35]#[C-:36])(=O)=O)=CC=1.C([O-])([O-])=O.[K+].[K+]. Product: [F:23][C:2]([F:1])([F:22])[C:3]1[CH:4]=[C:5]([C:18]([F:20])([F:21])[F:19])[C:6]2[CH:7]=[CH:8][C:9]3[N:10]([CH:13]=[C:14]([C:16]4[O:17][CH:36]=[N:35][CH:34]=4)[N:15]=3)[C:11]=2[N:12]=1. The catalyst class is: 5.